This data is from Full USPTO retrosynthesis dataset with 1.9M reactions from patents (1976-2016). The task is: Predict the reactants needed to synthesize the given product. (1) Given the product [CH2:1]([O:8][C:9]1[CH:10]=[C:11]([C:20](=[O:28])[C:21]2[CH:22]=[CH:23][C:24]([CH3:27])=[CH:25][CH:26]=2)[CH:12]=[C:13]2[C:18]=1[N:17]=[CH:16][NH:15][C:14]2=[O:19])[C:2]1[CH:7]=[CH:6][CH:5]=[CH:4][CH:3]=1, predict the reactants needed to synthesize it. The reactants are: [CH2:1]([O:8][C:9]1[CH:10]=[C:11]([CH:20]([OH:28])[C:21]2[CH:26]=[CH:25][C:24]([CH3:27])=[CH:23][CH:22]=2)[CH:12]=[C:13]2[C:18]=1[N:17]=[CH:16][NH:15][C:14]2=[O:19])[C:2]1[CH:7]=[CH:6][CH:5]=[CH:4][CH:3]=1. (2) Given the product [Cl:1][C:2]1[CH:23]=[C:22]([N+:24]([O-:26])=[O:25])[C:21]([O:27][CH3:28])=[CH:20][C:3]=1[CH2:4][CH2:5][N:6]([C@H:7]([CH:9]1[CH2:14][CH2:13][N:12]([C:15]([CH:17]2[CH2:18][CH2:19]2)=[O:16])[CH2:11][CH2:10]1)[CH3:8])[C:41](=[O:42])[O:40][C:37]([CH3:39])([CH3:38])[CH3:36], predict the reactants needed to synthesize it. The reactants are: [Cl:1][C:2]1[CH:23]=[C:22]([N+:24]([O-:26])=[O:25])[C:21]([O:27][CH3:28])=[CH:20][C:3]=1[CH2:4][CH2:5][NH:6][C@H:7]([CH:9]1[CH2:14][CH2:13][N:12]([C:15]([CH:17]2[CH2:19][CH2:18]2)=[O:16])[CH2:11][CH2:10]1)[CH3:8].C(N(CC)CC)C.[CH3:36][C:37]([O:40][C:41](O[C:41]([O:40][C:37]([CH3:39])([CH3:38])[CH3:36])=[O:42])=[O:42])([CH3:39])[CH3:38].O.